From a dataset of Forward reaction prediction with 1.9M reactions from USPTO patents (1976-2016). Predict the product of the given reaction. (1) Given the reactants [NH:1]1[CH2:11][CH2:10][CH2:9][CH:3]([C:4]([O:6][CH2:7][CH3:8])=[O:5])[CH2:2]1.C([O-])(O)=O.[Na+].Cl[C:18]([O:20][CH2:21][C:22]1[CH:27]=[CH:26][CH:25]=[CH:24][CH:23]=1)=[O:19], predict the reaction product. The product is: [CH2:7]([O:6][C:4]([CH:3]1[CH2:9][CH2:10][CH2:11][N:1]([C:18]([O:20][CH2:21][C:22]2[CH:27]=[CH:26][CH:25]=[CH:24][CH:23]=2)=[O:19])[CH2:2]1)=[O:5])[CH3:8]. (2) Given the reactants [F:1][C:2]([F:27])([F:26])[C:3]1[CH:25]=[CH:24][C:6]([CH2:7][O:8][N:9]=[C:10]([C:12]2[CH:23]=[CH:22][C:15]([O:16][CH2:17][C:18]([NH:20][NH2:21])=[O:19])=[CH:14][CH:13]=2)[CH3:11])=[CH:5][CH:4]=1.[CH2:28]([N:30]=[C:31]=[S:32])[CH3:29], predict the reaction product. The product is: [CH2:28]([NH:30][C:31]([NH:21][NH:20][C:18](=[O:19])[CH2:17][O:16][C:15]1[CH:22]=[CH:23][C:12]([C:10](=[N:9][O:8][CH2:7][C:6]2[CH:5]=[CH:4][C:3]([C:2]([F:26])([F:27])[F:1])=[CH:25][CH:24]=2)[CH3:11])=[CH:13][CH:14]=1)=[S:32])[CH3:29]. (3) Given the reactants O1CCOCC1.O([C:15]1[CH:20]=[CH:19][C:18]([Cl:21])=[CH:17][CH:16]=1)S(C(F)(F)F)(=O)=O.C(N(C(C)C)C(C)C)C.[CH:31]1[CH2:35][CH2:34][CH2:33][CH:32]=1, predict the reaction product. The product is: [Cl:21][C:18]1[CH:19]=[CH:20][C:15]([C@H:35]2[CH2:34][CH2:33][CH:32]=[CH:31]2)=[CH:16][CH:17]=1. (4) Given the reactants [N+:1]([C:4]1[CH:9]=[CH:8][C:7]([NH:10][C:11](=[O:15])[CH:12]([CH3:14])[CH3:13])=[CH:6][CH:5]=1)([O-])=O.[Cl-].[NH4+], predict the reaction product. The product is: [NH2:1][C:4]1[CH:5]=[CH:6][C:7]([NH:10][C:11](=[O:15])[CH:12]([CH3:13])[CH3:14])=[CH:8][CH:9]=1. (5) Given the reactants [CH3:1][O:2][C:3]([C:5]12[CH2:13][C:9](C(O)=O)([CH2:10][CH2:11][CH2:12]1)[CH2:8][CH2:7]C2)=[O:4].C1C=CC(OP([O:29][C:30]2C=CC=CC=2)(N=[N+]=[N-])=O)=CC=1.C([N:38](CC)CC)C.[CH2:43]([OH:50])[C:44]1[CH:49]=[CH:48][CH:47]=[CH:46][CH:45]=1, predict the reaction product. The product is: [CH2:43]([O:50][C:30]([NH:38][C:9]12[CH2:13][C:5]([C:3]([O:2][CH3:1])=[O:4])([CH2:7][CH2:8]1)[CH2:12][CH2:11][CH2:10]2)=[O:29])[C:44]1[CH:49]=[CH:48][CH:47]=[CH:46][CH:45]=1. (6) Given the reactants [C:1]12([CH2:11][NH:12][C:13]([C:15]3[CH:20]=[CH:19][N:18]=[C:17]([NH:21][CH2:22][CH2:23][CH2:24][NH:25]C(=O)OC(C)(C)C)[C:16]=3[Cl:33])=[O:14])[CH2:10][CH:5]3[CH2:6][CH:7]([CH2:9][CH:3]([CH2:4]3)[CH2:2]1)[CH2:8]2.[ClH:34], predict the reaction product. The product is: [ClH:33].[ClH:34].[C:1]12([CH2:11][NH:12][C:13](=[O:14])[C:15]3[CH:20]=[CH:19][N:18]=[C:17]([NH:21][CH2:22][CH2:23][CH2:24][NH2:25])[C:16]=3[Cl:33])[CH2:8][CH:7]3[CH2:9][CH:3]([CH2:4][CH:5]([CH2:6]3)[CH2:10]1)[CH2:2]2. (7) Given the reactants [N+:1]([C:4]1[CH:5]=[CH:6][C:7](OC2C=C3C(=CC=2)OC(C2C=CC=CC=2)CC3)=[N:8][CH:9]=1)([O-:3])=[O:2].[F:27][C:28]1[CH:29]=[C:30]([CH:34]2[CH2:43][C:42]3[C:37](=[CH:38][C:39]([OH:44])=[CH:40][CH:41]=3)[O:36][CH2:35]2)[CH:31]=[CH:32][CH:33]=1, predict the reaction product. The product is: [F:27][C:28]1[CH:29]=[C:30]([CH:34]2[CH2:43][C:42]3[C:37](=[CH:38][C:39]([O:44][C:7]4[CH:6]=[CH:5][C:4]([N+:1]([O-:3])=[O:2])=[CH:9][N:8]=4)=[CH:40][CH:41]=3)[O:36][CH2:35]2)[CH:31]=[CH:32][CH:33]=1.